The task is: Predict the reactants needed to synthesize the given product.. This data is from Full USPTO retrosynthesis dataset with 1.9M reactions from patents (1976-2016). (1) Given the product [C:55](/[N:47]=[C:46](/[NH:45][CH3:44])\[NH:1][CH2:2][CH2:3][CH2:4][C:5]1([C:24]2[CH:29]=[CH:28][CH:27]=[CH:26][CH:25]=2)[N:9]([C:10](=[O:15])[C:11]([CH3:14])([CH3:12])[CH3:13])[N:8]=[C:7]([C:16]2[CH:21]=[C:20]([F:22])[CH:19]=[CH:18][C:17]=2[F:23])[S:6]1)#[N:56], predict the reactants needed to synthesize it. The reactants are: [NH2:1][CH2:2][CH2:3][CH2:4][C:5]1([C:24]2[CH:29]=[CH:28][CH:27]=[CH:26][CH:25]=2)[N:9]([C:10](=[O:15])[C:11]([CH3:14])([CH3:13])[CH3:12])[N:8]=[C:7]([C:16]2[CH:21]=[C:20]([F:22])[CH:19]=[CH:18][C:17]=2[F:23])[S:6]1.C(N(CC)CC)C.C1C=CC(O[C:44](OC2C=CC=CC=2)=[N:45][C:46]#[N:47])=CC=1.[CH3:55][NH2:56]. (2) Given the product [ClH:22].[NH:11]1[CH2:12][CH2:13][CH2:14][CH:9]([CH2:8][S:7][C:2]2[CH:3]=[CH:4][CH:5]=[CH:6][N:1]=2)[CH2:10]1, predict the reactants needed to synthesize it. The reactants are: [N:1]1[CH:6]=[CH:5][CH:4]=[CH:3][C:2]=1[S:7][CH2:8][CH:9]1[CH2:14][CH2:13][CH2:12][N:11](C(OC(C)(C)C)=O)[CH2:10]1.[ClH:22]. (3) Given the product [N:12]1[CH:17]=[CH:16][CH:15]=[C:14]([CH2:18][O:19][C:10](=[O:11])[NH:9][C:6]2[CH:5]=[CH:4][C:3]([O:2][CH3:1])=[CH:8][CH:7]=2)[CH:13]=1, predict the reactants needed to synthesize it. The reactants are: [CH3:1][O:2][C:3]1[CH:8]=[CH:7][C:6]([N:9]=[C:10]=[O:11])=[CH:5][CH:4]=1.[N:12]1[CH:17]=[CH:16][CH:15]=[C:14]([CH2:18][OH:19])[CH:13]=1. (4) Given the product [CH3:19][C:20]([CH3:27])([CH2:25][C:24]([NH:1][C:2]1[CH:7]=[N:6][C:5]([O:8][C:9](=[O:18])[N:10]([CH3:17])[C:11]2[CH:16]=[CH:15][CH:14]=[CH:13][CH:12]=2)=[CH:4][CH:3]=1)=[O:26])[C:21]([OH:23])=[O:22], predict the reactants needed to synthesize it. The reactants are: [NH2:1][C:2]1[CH:3]=[CH:4][C:5]([O:8][C:9](=[O:18])[N:10]([CH3:17])[C:11]2[CH:16]=[CH:15][CH:14]=[CH:13][CH:12]=2)=[N:6][CH:7]=1.[CH3:19][C:20]1([CH3:27])[CH2:25][C:24](=[O:26])[O:23][C:21]1=[O:22]. (5) Given the product [C:45]([O:49][C:50](=[O:62])[NH:51][CH:52]([CH2:53][C:54]1[CH:59]=[CH:58][CH:57]=[CH:56][CH:55]=1)[CH2:60][NH:61][C:10]1[C:5]2[S:4][CH:3]=[C:2]([Br:1])[C:6]=2[N:7]=[C:8]([C:12]2[CH:17]=[CH:16][N:15]=[CH:14][C:13]=2[F:18])[N:9]=1)([CH3:48])([CH3:46])[CH3:47], predict the reactants needed to synthesize it. The reactants are: [Br:1][C:2]1[C:6]2[N:7]=[C:8]([C:12]3[CH:17]=[CH:16][N:15]=[CH:14][C:13]=3[F:18])[N:9]=[C:10](O)[C:5]=2[S:4][CH:3]=1.C(N(CC)CC)C.C(C1C=C(C(C)C)C=C(C(C)C)C=1S(Cl)(=O)=O)(C)C.[C:45]([O:49][C:50](=[O:62])[NH:51][C@H:52]([CH2:60][NH2:61])[CH2:53][C:54]1[CH:59]=[CH:58][CH:57]=[CH:56][CH:55]=1)([CH3:48])([CH3:47])[CH3:46].